From a dataset of Peptide-MHC class I binding affinity with 185,985 pairs from IEDB/IMGT. Regression. Given a peptide amino acid sequence and an MHC pseudo amino acid sequence, predict their binding affinity value. This is MHC class I binding data. (1) The peptide sequence is RMYNPTNIL. The MHC is HLA-B27:05 with pseudo-sequence HLA-B27:05. The binding affinity (normalized) is 0.515. (2) The peptide sequence is AVRNAKAAV. The MHC is HLA-B39:01 with pseudo-sequence HLA-B39:01. The binding affinity (normalized) is 0.0847. (3) The binding affinity (normalized) is 0. The MHC is HLA-B14:02 with pseudo-sequence HLA-B14:02. The peptide sequence is AYIDNYNKV. (4) The peptide sequence is VPRENATAF. The MHC is HLA-A31:01 with pseudo-sequence HLA-A31:01. The binding affinity (normalized) is 0.0847. (5) The peptide sequence is LLGDSDSVAK. The MHC is HLA-A68:01 with pseudo-sequence HLA-A68:01. The binding affinity (normalized) is 0.140. (6) The peptide sequence is ELFYILIAK. The MHC is HLA-A26:03 with pseudo-sequence HLA-A26:03. The binding affinity (normalized) is 0.0847.